This data is from Full USPTO retrosynthesis dataset with 1.9M reactions from patents (1976-2016). The task is: Predict the reactants needed to synthesize the given product. (1) The reactants are: [Br:1][CH2:2][CH2:3][CH2:4][C:5]([CH3:17])([C:11]1[CH:16]=[CH:15][CH:14]=[CH:13][CH:12]=1)[C:6](OCC)=[O:7].[Li+].[BH4-].CO. Given the product [Br:1][CH2:2][CH2:3][CH2:4][C:5]([CH3:17])([C:11]1[CH:16]=[CH:15][CH:14]=[CH:13][CH:12]=1)[CH2:6][OH:7], predict the reactants needed to synthesize it. (2) Given the product [CH2:14]([N:18]([CH2:19][CH:20]([CH3:22])[CH3:21])[C:2]1[CH:7]=[CH:6][C:5]([CH2:8][C:9]#[N:10])=[CH:4][C:3]=1[N+:11]([O-:13])=[O:12])[CH:15]([CH3:17])[CH3:16], predict the reactants needed to synthesize it. The reactants are: F[C:2]1[CH:7]=[CH:6][C:5]([CH2:8][C:9]#[N:10])=[CH:4][C:3]=1[N+:11]([O-:13])=[O:12].[CH2:14]([NH:18][CH2:19][CH:20]([CH3:22])[CH3:21])[CH:15]([CH3:17])[CH3:16]. (3) Given the product [Br:1][C:2]1[CH:3]=[C:4]([F:9])[C:5]([N:15]2[CH2:16][CH2:17][C:12]([CH3:11])([C:18]([O:20][CH3:21])=[O:19])[CH2:13][CH2:14]2)=[N:6][CH:7]=1, predict the reactants needed to synthesize it. The reactants are: [Br:1][C:2]1[CH:3]=[C:4]([F:9])[C:5](Cl)=[N:6][CH:7]=1.Cl.[CH3:11][C:12]1([C:18]([O:20][CH2:21]C)=[O:19])[CH2:17][CH2:16][NH:15][CH2:14][CH2:13]1.C(N(C(C)C)C(C)C)C.CN1CCCC1=O. (4) Given the product [CH2:73]([O:72][C:70](=[O:71])[CH2:69][CH:66]1[CH2:67][CH2:68][N:63]([C:16](=[O:18])[CH2:15][N:13]2[CH2:14][CH:8]([C:3]3[CH:4]=[CH:5][CH:6]=[CH:7][C:2]=3[Br:1])[C:9]3[CH:27]=[C:26]([Cl:28])[CH:25]=[CH:24][C:10]=3[CH:11]([CH2:20][CH:21]([CH3:23])[CH3:22])[C:12]2=[O:19])[CH2:64][CH2:65]1)[CH3:74], predict the reactants needed to synthesize it. The reactants are: [Br:1][C:2]1[CH:7]=[CH:6][CH:5]=[CH:4][C:3]=1[CH:8]1[CH2:14][N:13]([CH2:15][C:16]([OH:18])=O)[C:12](=[O:19])[CH:11]([CH2:20][CH:21]([CH3:23])[CH3:22])[C:10]2[CH:24]=[CH:25][C:26]([Cl:28])=[CH:27][C:9]1=2.F[P-](F)(F)(F)(F)F.N1(OC(N(C)C)=[N+](C)C)C2N=CC=CC=2N=N1.C(N(C(C)C)CC)(C)C.Cl.[NH:63]1[CH2:68][CH2:67][CH:66]([CH2:69][C:70]([O:72][CH2:73][CH3:74])=[O:71])[CH2:65][CH2:64]1. (5) Given the product [C:1]([N:4]1[CH2:13][CH2:12][C:11]2[N:10]=[C:9]3[CH:14]=[CH:15][C:16]([C:18]#[N:19])=[CH:17][C:8]3=[C:7]([NH:27][CH2:26][C:25]3[CH:28]=[CH:29][C:30]([O:31][CH3:32])=[C:23]([Cl:22])[CH:24]=3)[C:6]=2[CH2:5]1)(=[O:3])[CH3:2], predict the reactants needed to synthesize it. The reactants are: [C:1]([N:4]1[CH2:13][CH2:12][C:11]2[N:10]=[C:9]3[CH:14]=[CH:15][C:16]([C:18]#[N:19])=[CH:17][C:8]3=[C:7](Cl)[C:6]=2[CH2:5]1)(=[O:3])[CH3:2].Cl.[Cl:22][C:23]1[CH:24]=[C:25]([CH:28]=[CH:29][C:30]=1[O:31][CH3:32])[CH2:26][NH2:27].[Na+].[I-].CCOC(C)=O.CO. (6) Given the product [OH:16][C:6]1[C:5]([OH:4])=[CH:10][C:9]([C:11]#[N:12])=[C:8]([C:24]2[CH:23]=[N:22][N:21]([CH3:20])[CH:25]=2)[C:7]=1[C:14]#[N:15], predict the reactants needed to synthesize it. The reactants are: C([O:4][C:5]1[CH:10]=[C:9]([C:11]#[N:12])[C:8](Br)=[C:7]([C:14]#[N:15])[C:6]=1[O:16]C(=O)C)(=O)C.[CH3:20][N:21]1[CH:25]=[C:24](B2OC(C)(C)C(C)(C)O2)[CH:23]=[N:22]1. (7) Given the product [Cl:1][C:2]1[CH:3]=[C:4]([CH:5]([OH:6])[C:12](=[CH2:13])[C:11]([O:15][CH3:16])=[O:14])[CH:7]=[CH:8][C:9]=1[Cl:10], predict the reactants needed to synthesize it. The reactants are: [Cl:1][C:2]1[CH:3]=[C:4]([CH:7]=[CH:8][C:9]=1[Cl:10])[CH:5]=[O:6].[C:11]([O:15][CH3:16])(=[O:14])[CH:12]=[CH2:13].N12CCN(CC1)CC2. (8) Given the product [CH:18]1([NH:21][C:22](=[O:50])[C:23]2[CH:28]=[CH:27][C:26]([O:29][C:30]([C:31]3[CH:36]=[CH:35][CH:34]=[CH:33][CH:32]=3)([C:37]3[CH:38]=[CH:39][CH:40]=[CH:41][CH:42]=3)[C:43]3[CH:44]=[CH:45][CH:46]=[CH:47][CH:48]=3)=[CH:25][C:24]=2[O:49][CH2:4][C@@H:2]2[CH2:3][O:1]2)[CH2:19][CH2:20]1, predict the reactants needed to synthesize it. The reactants are: [O:1]1[CH2:3][C@H:2]1[CH2:4]OS(C1C=CC=C([N+]([O-])=O)C=1)(=O)=O.[CH:18]1([NH:21][C:22](=[O:50])[C:23]2[CH:28]=[CH:27][C:26]([O:29][C:30]([C:43]3[CH:48]=[CH:47][CH:46]=[CH:45][CH:44]=3)([C:37]3[CH:42]=[CH:41][CH:40]=[CH:39][CH:38]=3)[C:31]3[CH:36]=[CH:35][CH:34]=[CH:33][CH:32]=3)=[CH:25][C:24]=2[OH:49])[CH2:20][CH2:19]1.C(=O)([O-])[O-].[Cs+].[Cs+]. (9) Given the product [CH2:2]([O:4][C:5](=[O:6])[C:7]([CH3:31])([CH3:32])[CH2:8][CH2:9][CH2:10][CH:11]=[CH:36][C:35]1[CH:38]=[CH:39][CH:40]=[CH:41][C:34]=1[Cl:33])[CH3:3], predict the reactants needed to synthesize it. The reactants are: [Br-].[CH2:2]([O:4][C:5]([C:7]([CH3:32])([CH3:31])[CH2:8][CH2:9][CH2:10][CH2:11][P+](C1C=CC=CC=1)(C1C=CC=CC=1)C1C=CC=CC=1)=[O:6])[CH3:3].[Cl:33][C:34]1[CH:41]=[CH:40][CH:39]=[CH:38][C:35]=1[CH:36]=O.[OH-].[Na+].[PH4+].